This data is from Forward reaction prediction with 1.9M reactions from USPTO patents (1976-2016). The task is: Predict the product of the given reaction. (1) Given the reactants ClC1C(F)=CC(F)=[C:6](C=1)[C:7](NS(C)(=O)=O)=[O:8].[Cl:17][C:18]1[C:19](F)=[CH:20][C:21]([F:33])=[C:22]([CH:32]=1)[C:23]([NH:25][S:26](=[O:31])(=[O:30])[N:27]([CH3:29])[CH3:28])=[O:24].[C:35]12(CO)[CH2:44][CH:39]3[CH2:40][CH:41]([CH2:43][CH:37]([CH2:38]3)[CH2:36]1)[CH2:42]2.C12(C(O)C)CC3CC(CC(C3)C1)C2, predict the reaction product. The product is: [C:35]12([CH2:6][CH2:7][O:8][C:19]3[C:18]([Cl:17])=[CH:32][C:22]([C:23]([NH:25][S:26](=[O:31])(=[O:30])[N:27]([CH3:29])[CH3:28])=[O:24])=[C:21]([F:33])[CH:20]=3)[CH2:36][CH:37]3[CH2:43][CH:41]([CH2:40][CH:39]([CH2:38]3)[CH2:44]1)[CH2:42]2. (2) Given the reactants [CH2:1]([O:8][C:9]1[CH:14]=[CH:13][C:12]([CH:15]2[CH2:17][O:16]2)=[CH:11][CH:10]=1)[C:2]1[CH:7]=[CH:6][CH:5]=[CH:4][CH:3]=1.[C:18]12([CH2:28][NH2:29])[CH2:27][CH:22]3[CH2:23][CH:24]([CH2:26][CH:20]([CH2:21]3)[CH2:19]1)[CH2:25]2, predict the reaction product. The product is: [CH2:1]([O:8][C:9]1[CH:14]=[CH:13][C:12]([CH:15]([OH:16])[CH2:17][NH:29][CH2:28][C:18]23[CH2:27][CH:22]4[CH2:21][CH:20]([CH2:26][CH:24]([CH2:23]4)[CH2:25]2)[CH2:19]3)=[CH:11][CH:10]=1)[C:2]1[CH:7]=[CH:6][CH:5]=[CH:4][CH:3]=1. (3) Given the reactants CO.[CH:3]1([N:9]2[CH2:14][CH2:13][NH:12][CH2:11][CH2:10]2)[CH2:8][CH2:7][CH2:6][CH2:5][CH2:4]1.[CH:15](=O)[C:16]1[CH:21]=[CH:20][CH:19]=[CH:18][CH:17]=1.C(O[BH-](OC(=O)C)OC(=O)C)(=O)C.[Na+], predict the reaction product. The product is: [CH2:15]([N:12]1[CH2:13][CH2:14][N:9]([CH:3]2[CH2:8][CH2:7][CH2:6][CH2:5][CH2:4]2)[CH2:10][CH2:11]1)[C:16]1[CH:21]=[CH:20][CH:19]=[CH:18][CH:17]=1. (4) Given the reactants [C:1](Cl)(=[O:5])[C:2](Cl)=[O:3].[Cl:7][C:8]1[CH:13]=[CH:12][C:11]([C:14]2[NH:15][C:16]3[C:21]([CH:22]=2)=[CH:20][CH:19]=[CH:18][CH:17]=3)=[CH:10][C:9]=1[S:23]([NH:26][CH:27]1[CH2:32][CH2:31][CH2:30][CH2:29][CH2:28]1)(=[O:25])=[O:24].[CH3:33][NH2:34], predict the reaction product. The product is: [Cl:7][C:8]1[CH:13]=[CH:12][C:11]([C:14]2[NH:15][C:16]3[C:21]([C:22]=2[C:1](=[O:5])[C:2]([NH:34][CH3:33])=[O:3])=[CH:20][CH:19]=[CH:18][CH:17]=3)=[CH:10][C:9]=1[S:23](=[O:25])(=[O:24])[NH:26][CH:27]1[CH2:32][CH2:31][CH2:30][CH2:29][CH2:28]1.